This data is from Catalyst prediction with 721,799 reactions and 888 catalyst types from USPTO. The task is: Predict which catalyst facilitates the given reaction. (1) Reactant: [O:1]=[C:2]1[CH2:6][CH2:5][C@H:4]([CH2:7][C:8]2[CH:9]=[N:10][C:11]([C:14]([F:17])([F:16])[F:15])=[CH:12][CH:13]=2)[N:3]1[C:18]([O:20][C:21]([CH3:24])([CH3:23])[CH3:22])=[O:19].[OH-].[NH4+:26]. Product: [NH2:26][C:2](=[O:1])[CH2:6][CH2:5][C@@H:4]([NH:3][C:18](=[O:19])[O:20][C:21]([CH3:24])([CH3:22])[CH3:23])[CH2:7][C:8]1[CH:9]=[N:10][C:11]([C:14]([F:17])([F:15])[F:16])=[CH:12][CH:13]=1. The catalyst class is: 1. (2) Reactant: [CH2:1]([N:8]1[C:12]([C:13]2[CH:18]=[CH:17][C:16]([F:19])=[CH:15][CH:14]=2)=[C:11](Br)[C:10]([CH3:21])=[N:9]1)[C:2]1[CH:7]=[CH:6][CH:5]=[CH:4][CH:3]=1.CC1(C)C(C)(C)OB([C:30]2[CH:31]=[CH:32][C:33]3[O:38][CH2:37][C:36](=[O:39])[NH:35][C:34]=3[CH:40]=2)O1.C(=O)([O-])[O-].[Cs+].[Cs+]. Product: [CH2:1]([N:8]1[C:12]([C:13]2[CH:18]=[CH:17][C:16]([F:19])=[CH:15][CH:14]=2)=[C:11]([C:30]2[CH:31]=[CH:32][C:33]3[O:38][CH2:37][C:36](=[O:39])[NH:35][C:34]=3[CH:40]=2)[C:10]([CH3:21])=[N:9]1)[C:2]1[CH:7]=[CH:6][CH:5]=[CH:4][CH:3]=1. The catalyst class is: 12. (3) Reactant: [NH2:1][C:2]1[CH:7]=[CH:6][C:5]([I:8])=[CH:4][N:3]=1.Cl[CH2:10][CH:11]=O. Product: [I:8][C:5]1[CH:6]=[CH:7][C:2]2[N:3]([CH:10]=[CH:11][N:1]=2)[CH:4]=1. The catalyst class is: 10. (4) Reactant: CO[C:3](=[O:13])[C:4]1[C:9]([I:10])=[CH:8][CH:7]=[CH:6][C:5]=1[CH2:11]Br.[C:14]1([CH2:20][CH2:21][CH2:22][NH2:23])[CH:19]=[CH:18][CH:17]=[CH:16][CH:15]=1.C([O-])([O-])=O.[K+].[K+].C(OCC)(=O)C. Product: [I:10][C:9]1[CH:8]=[CH:7][CH:6]=[C:5]2[C:4]=1[C:3](=[O:13])[N:23]([CH2:22][CH2:21][CH2:20][C:14]1[CH:19]=[CH:18][CH:17]=[CH:16][CH:15]=1)[CH2:11]2. The catalyst class is: 345. (5) Reactant: [CH3:1][S:2][CH3:3].[Na].[Cl:5][C:6]1[CH:7]=[CH:8][C:9]([NH:12][C:13](=[O:24])[C:14]2[CH:19]=C(F)[CH:17]=[CH:16][C:15]=2[N+:21]([O-:23])=[O:22])=[N:10][CH:11]=1. Product: [Cl:5][C:6]1[CH:7]=[CH:8][C:9]([NH:12][C:13](=[O:24])[C:14]2[CH:19]=[C:1]([S:2][CH3:3])[CH:17]=[CH:16][C:15]=2[N+:21]([O-:23])=[O:22])=[N:10][CH:11]=1. The catalyst class is: 9. (6) Reactant: [C:1]([N:4]1[C:13]2[C:8](=[CH:9][C:10](Br)=[CH:11][CH:12]=2)[C@H:7]([NH:15][C:16]2[CH:23]=[CH:22][C:19]([C:20]#[N:21])=[CH:18][N:17]=2)[CH2:6][C@@H:5]1[CH3:24])(=[O:3])[CH3:2].[CH3:25][O:26][C:27]([C:29]1[CH:34]=[CH:33][C:32](B(O)O)=[CH:31][CH:30]=1)=[O:28].C(=O)([O-])[O-].[K+].[K+].COCCOC. Product: [C:1]([N:4]1[C:13]2[C:8](=[CH:9][C:10]([C:32]3[CH:33]=[CH:34][C:29]([C:27]([O:26][CH3:25])=[O:28])=[CH:30][CH:31]=3)=[CH:11][CH:12]=2)[C@H:7]([NH:15][C:16]2[CH:23]=[CH:22][C:19]([C:20]#[N:21])=[CH:18][N:17]=2)[CH2:6][C@@H:5]1[CH3:24])(=[O:3])[CH3:2]. The catalyst class is: 103. (7) Reactant: [CH3:1][CH:2]([N:4]1[CH2:9][CH2:8][CH:7]([O:10][C:11]2[CH:16]=[CH:15][C:14]([N:17]3[CH2:22][CH2:21][N:20](C(OCC4C=CC=CC=4)=O)[CH2:19][C:18]3=[O:33])=[CH:13][CH:12]=2)[CH2:6][CH2:5]1)[CH3:3]. Product: [CH3:3][CH:2]([N:4]1[CH2:9][CH2:8][CH:7]([O:10][C:11]2[CH:12]=[CH:13][C:14]([N:17]3[CH2:22][CH2:21][NH:20][CH2:19][C:18]3=[O:33])=[CH:15][CH:16]=2)[CH2:6][CH2:5]1)[CH3:1]. The catalyst class is: 579.